Dataset: Catalyst prediction with 721,799 reactions and 888 catalyst types from USPTO. Task: Predict which catalyst facilitates the given reaction. (1) Reactant: [C:1]([NH:4][C:5]1[C:10]([CH3:11])=[CH:9][C:8]([C:12]([F:19])([F:18])[C:13]([O:15][CH2:16][CH3:17])=[O:14])=[C:7]([F:20])[CH:6]=1)(=[O:3])[CH3:2].[N:21](OCCC(C)C)=O.C([O-])(=O)C.[K+].C(OC(=O)C)(=O)C.C1OCCOCCOCCOCCOCCOC1. Product: [C:1]([N:4]1[C:5]2[C:10](=[CH:9][C:8]([C:12]([F:18])([F:19])[C:13]([O:15][CH2:16][CH3:17])=[O:14])=[C:7]([F:20])[CH:6]=2)[CH:11]=[N:21]1)(=[O:3])[CH3:2]. The catalyst class is: 22. (2) Reactant: Br[C:2]1[C:7](=[O:8])[CH:6]=[CH:5][N:4]([C:9]2[CH:14]=[CH:13][CH:12]=[C:11]([C:15]([F:18])([F:17])[F:16])[CH:10]=2)[N:3]=1.[C:19]1([C:25]2[C:29](B(O)O)=[CH:28][N:27]([C:33]([C:46]3[CH:51]=[CH:50][CH:49]=[CH:48][CH:47]=3)([C:40]3[CH:45]=[CH:44][CH:43]=[CH:42][CH:41]=3)[C:34]3[CH:39]=[CH:38][CH:37]=[CH:36][CH:35]=3)[N:26]=2)[CH:24]=[CH:23][CH:22]=[CH:21][CH:20]=1.C([O-])([O-])=O.[Na+].[Na+].COCCOC. Product: [C:19]1([C:25]2[C:29]([C:2]3[C:7](=[O:8])[CH:6]=[CH:5][N:4]([C:9]4[CH:14]=[CH:13][CH:12]=[C:11]([C:15]([F:18])([F:17])[F:16])[CH:10]=4)[N:3]=3)=[CH:28][N:27]([C:33]([C:46]3[CH:51]=[CH:50][CH:49]=[CH:48][CH:47]=3)([C:40]3[CH:41]=[CH:42][CH:43]=[CH:44][CH:45]=3)[C:34]3[CH:39]=[CH:38][CH:37]=[CH:36][CH:35]=3)[N:26]=2)[CH:24]=[CH:23][CH:22]=[CH:21][CH:20]=1. The catalyst class is: 103. (3) Reactant: [N:1]1([C:7]([O:9][C:10]([CH3:13])([CH3:12])[CH3:11])=[O:8])[CH2:6][CH2:5][NH:4][CH2:3][CH2:2]1.[Br:14][C:15]1[C:16](Cl)=[N:17][CH:18]=[C:19]([Cl:21])[CH:20]=1.CCN(C(C)C)C(C)C. Product: [Br:14][C:15]1[C:16]([N:4]2[CH2:5][CH2:6][N:1]([C:7]([O:9][C:10]([CH3:13])([CH3:12])[CH3:11])=[O:8])[CH2:2][CH2:3]2)=[N:17][CH:18]=[C:19]([Cl:21])[CH:20]=1. The catalyst class is: 37. (4) Reactant: C(N(CC)C(C)C)(C)C.[NH2:10][C:11]1[S:12][C:13]2[C:19]3[N:20]([C:29]4[CH:37]=[CH:36][C:32]([C:33](O)=[O:34])=[CH:31][C:30]=4[Cl:38])[N:21]=[C:22]([C:23]4[CH:24]=[N:25][CH:26]=[CH:27][CH:28]=4)[C:18]=3[CH2:17][CH2:16][C:14]=2[N:15]=1.[NH:39]1[CH2:44][CH2:43][CH2:42][CH2:41][CH2:40]1. Product: [NH2:10][C:11]1[S:12][C:13]2[C:19]3[N:20]([C:29]4[CH:37]=[CH:36][C:32]([C:33]([N:39]5[CH2:44][CH2:43][CH2:42][CH2:41][CH2:40]5)=[O:34])=[CH:31][C:30]=4[Cl:38])[N:21]=[C:22]([C:23]4[CH:24]=[N:25][CH:26]=[CH:27][CH:28]=4)[C:18]=3[CH2:17][CH2:16][C:14]=2[N:15]=1. The catalyst class is: 4. (5) Reactant: [Cl:1][C:2]1[CH:10]=[C:9]([CH:11](O)[CH3:12])[C:5]2[O:6][CH2:7][O:8][C:4]=2[CH:3]=1.C1C=C[NH+:17]=CC=1.[O-][Cr](Cl)(=O)=O. Product: [Cl:1][C:2]1[CH:10]=[C:9]([CH:11]([NH2:17])[CH3:12])[C:5]2[O:6][CH2:7][O:8][C:4]=2[CH:3]=1. The catalyst class is: 4.